From a dataset of Forward reaction prediction with 1.9M reactions from USPTO patents (1976-2016). Predict the product of the given reaction. (1) Given the reactants [NH2:1][C:2]1[CH:7]=[CH:6][C:5]([N:8]2[CH2:13][CH2:12][N:11]([CH:14]([C:20]3[CH:25]=[CH:24][CH:23]=[CH:22][CH:21]=3)[C:15]([NH:17][CH2:18][CH3:19])=[O:16])[CH2:10][CH2:9]2)=[C:4]([F:26])[CH:3]=1.[CH3:27][CH:28]([CH3:34])[CH2:29][CH2:30][C:31](Cl)=[O:32], predict the reaction product. The product is: [CH2:18]([NH:17][C:15]([CH:14]([C:20]1[CH:21]=[CH:22][CH:23]=[CH:24][CH:25]=1)[N:11]1[CH2:12][CH2:13][N:8]([C:5]2[CH:6]=[CH:7][C:2]([NH:1][C:31](=[O:32])[CH2:30][CH2:29][CH:28]([CH3:34])[CH3:27])=[CH:3][C:4]=2[F:26])[CH2:9][CH2:10]1)=[O:16])[CH3:19]. (2) Given the reactants [Br:1][C:2]1[C:3]([NH2:8])=[N:4][CH:5]=[CH:6][CH:7]=1.[C:9](OC(=O)C)(=[O:11])[CH3:10], predict the reaction product. The product is: [Br:1][C:2]1[C:3]([NH:8][C:9](=[O:11])[CH3:10])=[N:4][CH:5]=[CH:6][CH:7]=1. (3) Given the reactants [OH-].[Li+].C([O:5][C:6](=[O:37])[C:7]([CH3:36])([O:9][C:10]1[CH:11]=[C:12]2[C:16](=[CH:17][CH:18]=1)[N:15]([CH2:19][C:20]1[S:24][C:23]([C:25]3[CH:30]=[CH:29][C:28]([C:31]([F:34])([F:33])[F:32])=[CH:27][CH:26]=3)=[N:22][C:21]=1[CH3:35])[CH:14]=[CH:13]2)[CH3:8])C, predict the reaction product. The product is: [CH3:36][C:7]([O:9][C:10]1[CH:11]=[C:12]2[C:16](=[CH:17][CH:18]=1)[N:15]([CH2:19][C:20]1[S:24][C:23]([C:25]3[CH:30]=[CH:29][C:28]([C:31]([F:34])([F:33])[F:32])=[CH:27][CH:26]=3)=[N:22][C:21]=1[CH3:35])[CH:14]=[CH:13]2)([CH3:8])[C:6]([OH:37])=[O:5]. (4) Given the reactants [NH:1]1[C:9]2[C:4](=[CH:5][CH:6]=[CH:7][CH:8]=2)[C:3]2([C:21]3[C:12](=[CH:13][C:14]4[O:19][CH2:18][CH2:17][O:16][C:15]=4[CH:20]=3)[O:11][CH2:10]2)[C:2]1=[O:22].C(=O)([O-])[O-].[Cs+].[Cs+].Cl[CH2:30][C:31]1[CH:36]=[CH:35][CH:34]=[C:33]([C:37]([F:40])([F:39])[F:38])[N:32]=1.CN(C)C=O, predict the reaction product. The product is: [F:40][C:37]([F:38])([F:39])[C:33]1[N:32]=[C:31]([CH2:30][N:1]2[C:9]3[C:4](=[CH:5][CH:6]=[CH:7][CH:8]=3)[C:3]3([C:21]4[C:12](=[CH:13][C:14]5[O:19][CH2:18][CH2:17][O:16][C:15]=5[CH:20]=4)[O:11][CH2:10]3)[C:2]2=[O:22])[CH:36]=[CH:35][CH:34]=1. (5) Given the reactants [Cl:1][C:2]1[C:10]([C:11]([F:14])([F:13])[F:12])=[CH:9][C:5]([C:6](=S)[NH2:7])=[CH:4][C:3]=1[C:15]([F:18])([F:17])[F:16].O.[NH2:20][NH2:21].[CH:22](O)=O.C([O-])(O)=O.[Na+], predict the reaction product. The product is: [Cl:1][C:2]1[C:10]([C:11]([F:14])([F:13])[F:12])=[CH:9][C:5]([C:6]2[N:7]=[CH:22][NH:21][N:20]=2)=[CH:4][C:3]=1[C:15]([F:18])([F:17])[F:16]. (6) Given the reactants [CH3:1][O:2][CH2:3][CH2:4][O:5][C:6]1[CH:14]=[C:13]2[C:9]([CH:10]=[CH:11][NH:12]2)=[CH:8][C:7]=1[OH:15].Cl[C:17]1[CH:22]=[CH:21][N:20]=[C:19]([NH:23][C:24](=[O:26])[CH3:25])[CH:18]=1.CC(C)([O-])C.[K+].O, predict the reaction product. The product is: [CH3:1][O:2][CH2:3][CH2:4][O:5][C:6]1[CH:14]=[C:13]2[C:9]([CH:10]=[CH:11][NH:12]2)=[CH:8][C:7]=1[O:15][C:17]1[CH:22]=[CH:21][N:20]=[C:19]([NH:23][C:24](=[O:26])[CH3:25])[CH:18]=1. (7) Given the reactants [CH3:1][NH:2][CH2:3][CH2:4][CH2:5][O:6][C:7]1[CH:8]=[N:9][CH:10]=[C:11]([O:13][CH:14]([CH3:16])[CH3:15])[CH:12]=1.[O:17]=[C:18]([OH:30])[C@@H:19]([C@H:21]([C@H:23]([C@@H:25]([C:27]([OH:29])=[O:28])[OH:26])[OH:24])[OH:22])[OH:20].O, predict the reaction product. The product is: [O:17]=[C:18]([OH:30])[C@@H:19]([C@H:21]([C@H:23]([C@@H:25]([C:27]([OH:29])=[O:28])[OH:26])[OH:24])[OH:22])[OH:20].[CH3:1][NH:2][CH2:3][CH2:4][CH2:5][O:6][C:7]1[CH:8]=[N:9][CH:10]=[C:11]([O:13][CH:14]([CH3:16])[CH3:15])[CH:12]=1. (8) Given the reactants [C-:1]#[N:2].[Na+].COS([O-])(=O)=O.CO[N+:12]1[CH:17]=[C:16]([CH3:18])[CH:15]=[C:14]([CH3:19])[CH:13]=1, predict the reaction product. The product is: [C:1]([C:13]1[C:14]([CH3:19])=[CH:15][C:16]([CH3:18])=[CH:17][N:12]=1)#[N:2].